Dataset: Forward reaction prediction with 1.9M reactions from USPTO patents (1976-2016). Task: Predict the product of the given reaction. (1) Given the reactants S([O-])([O-])(=O)=O.[Na+].[Na+].[OH2:8].Cl[C:10](Cl)(Cl)[CH:11]=[O:12].[NH2:15][C:16]1[CH:21]=[CH:20][C:19]([CH2:22][CH2:23][N:24]2[CH2:28][CH2:27][O:26][C:25]2=[O:29])=[CH:18][CH:17]=1.Cl.[NH2:31]O, predict the reaction product. The product is: [OH:8][N:31]=[CH:10][C:11]([NH:15][C:16]1[CH:21]=[CH:20][C:19]([CH2:22][CH2:23][N:24]2[CH2:28][CH2:27][O:26][C:25]2=[O:29])=[CH:18][CH:17]=1)=[O:12]. (2) The product is: [Br:1][C:2]1[CH:3]=[C:4]([CH2:8][C:9]([N:13]([CH3:14])[CH3:12])=[O:11])[CH:5]=[N:6][CH:7]=1. Given the reactants [Br:1][C:2]1[CH:3]=[C:4]([CH2:8][C:9]([OH:11])=O)[CH:5]=[N:6][CH:7]=1.[CH3:12][NH:13][CH3:14].C1C=CC2N(O)N=NC=2C=1.C(N(CC)CC)C.C(N=C=NCCCN(C)C)C, predict the reaction product.